This data is from Reaction yield outcomes from USPTO patents with 853,638 reactions. The task is: Predict the reaction yield, written as a fraction of the theoretical maximum amount of product (1.0 means a 100% yield; for example, 0.34 means a 34% yield). (1) The reactants are [CH:1]([CH:3]1[CH2:8][CH2:7][N:6]([CH2:9][C:10]2[CH:22]=[CH:21][C:13]([C:14]([O:16][C:17]([CH3:20])([CH3:19])[CH3:18])=[O:15])=[CH:12][CH:11]=2)[CH2:5][CH2:4]1)=O.[C:23]1([C@@H:29]2[CH2:31][C@H:30]2[NH2:32])[CH:28]=[CH:27][CH:26]=[CH:25][CH:24]=1.[B-]C#N.[Na+].O. The catalyst is CO. The product is [C:23]1([C@@H:29]2[CH2:31][C@H:30]2[NH:32][CH2:1][CH:3]2[CH2:8][CH2:7][N:6]([CH2:9][C:10]3[CH:22]=[CH:21][C:13]([C:14]([O:16][C:17]([CH3:20])([CH3:19])[CH3:18])=[O:15])=[CH:12][CH:11]=3)[CH2:5][CH2:4]2)[CH:28]=[CH:27][CH:26]=[CH:25][CH:24]=1. The yield is 0.618. (2) The reactants are [CH3:1][N:2]([CH2:4][CH2:5][N:6]1[C:14]2[C:9](=[CH:10][CH:11]=[C:12]([Sn](CCCC)(CCCC)CCCC)[CH:13]=2)[CH:8]=[N:7]1)[CH3:3].Cl.Br[C:30]1[CH:35]=[CH:34][N:33]=[CH:32][CH:31]=1. The catalyst is C1(C)C=CC=CC=1. The product is [CH3:3][N:2]([CH2:4][CH2:5][N:6]1[C:14]2[C:9](=[CH:10][CH:11]=[C:12]([C:30]3[CH:35]=[CH:34][N:33]=[CH:32][CH:31]=3)[CH:13]=2)[CH:8]=[N:7]1)[CH3:1]. The yield is 0.110. (3) The reactants are [O:1]=[C:2]1[C:10]2[C:5](=[CH:6][CH:7]=[CH:8][CH:9]=2)[C:4](=[O:11])[N:3]1[CH:12]1[CH2:17][CH2:16][CH:15]([C:18]([O:20][CH2:21][CH3:22])=[O:19])[CH2:14][CH2:13]1.[Li+].[CH3:24]C([N-]C(C)C)C.CI. The catalyst is C1COCC1. The product is [O:1]=[C:2]1[C:10]2[C:5](=[CH:6][CH:7]=[CH:8][CH:9]=2)[C:4](=[O:11])[N:3]1[CH:12]1[CH2:13][CH2:14][C:15]([CH3:24])([C:18]([O:20][CH2:21][CH3:22])=[O:19])[CH2:16][CH2:17]1. The yield is 0.970. (4) The reactants are [Cl:1][C:2]1[CH:14]=[C:13]([Cl:15])[CH:12]=[CH:11][C:3]=1[CH2:4][NH:5][C@H:6]1[CH2:10][CH2:9][NH:8][CH2:7]1.C(N(C(C)C)CC)(C)C.[Br:25][C:26]1[CH:27]=[N:28][C:29](Cl)=[N:30][CH:31]=1.O. The catalyst is C(#N)C. The product is [Br:25][C:26]1[CH:27]=[N:28][C:29]([N:8]2[CH2:9][CH2:10][C@H:6]([NH:5][CH2:4][C:3]3[CH:11]=[CH:12][C:13]([Cl:15])=[CH:14][C:2]=3[Cl:1])[CH2:7]2)=[N:30][CH:31]=1. The yield is 0.830. (5) The catalyst is CN(C=O)C.O. The reactants are [CH2:1]([N:3]1[CH2:8][CH2:7][CH:6]([CH2:9][C:10]2[CH:18]=[CH:17][C:13]([C:14]([OH:16])=O)=[CH:12][C:11]=2[C:19]([F:22])([F:21])[F:20])[CH2:5][CH2:4]1)[CH3:2].[NH2:23][C@H:24]1[C@H:29]2[C@@H:25]1[O:26][C:27]1[CH:33]=[CH:32][C:31]([O:34][C:35]3[CH:44]=[CH:43][N:42]=[C:41]4[C:36]=3[CH2:37][CH2:38][C:39](=[O:45])[NH:40]4)=[CH:30][C:28]=12.CN(C(ON1N=NC2C=CC=NC1=2)=[N+](C)C)C.F[P-](F)(F)(F)(F)F.CCN(C(C)C)C(C)C. The yield is 0.100. The product is [CH2:1]([N:3]1[CH2:4][CH2:5][CH:6]([CH2:9][C:10]2[CH:18]=[CH:17][C:13]([C:14]([NH:23][C@H:24]3[C@H:29]4[C@@H:25]3[O:26][C:27]3[CH:33]=[CH:32][C:31]([O:34][C:35]5[C:36]6[CH2:37][CH2:38][C:39](=[O:45])[NH:40][C:41]=6[N:42]=[CH:43][CH:44]=5)=[CH:30][C:28]=34)=[O:16])=[CH:12][C:11]=2[C:19]([F:22])([F:20])[F:21])[CH2:7][CH2:8]1)[CH3:2]. (6) The reactants are C(OC([N:8]1[CH2:13][CH2:12][CH:11]([C:14]2[N:19]3[N:20]=[C:21]4[C:26]([C:25]([C:27]([OH:29])=[O:28])=[CH:24][CH:23]=[CH:22]4)=[C:18]3[NH:17][C:16](=[O:30])[CH:15]=2)[CH2:10][CH2:9]1)=O)(C)(C)C.[ClH:31]. The catalyst is O1CCOCC1. The product is [ClH:31].[O:30]=[C:16]1[CH:15]=[C:14]([CH:11]2[CH2:12][CH2:13][NH:8][CH2:9][CH2:10]2)[N:19]2[N:20]=[C:21]3[C:26]([C:25]([C:27]([OH:29])=[O:28])=[CH:24][CH:23]=[CH:22]3)=[C:18]2[NH:17]1. The yield is 0.640.